Predict the reactants needed to synthesize the given product. From a dataset of Full USPTO retrosynthesis dataset with 1.9M reactions from patents (1976-2016). (1) Given the product [Cl:1][CH2:2][C:3]([NH:19][CH2:18][CH2:17][O:16][CH3:15])=[CH:4][CH2:12][C:11]([O:14][CH2:20][CH3:21])=[O:13], predict the reactants needed to synthesize it. The reactants are: [Cl:1][CH2:2][C:3](=O)[CH2:4]C(OCC)=O.[C:11]([OH:14])(=[O:13])[CH3:12].[CH3:15][O:16][CH2:17][CH2:18][NH2:19].[C:20]1(C)C=CC=C[CH:21]=1. (2) Given the product [Cl:1][C:2]1[CH:10]=[CH:9][C:5]([C:6]([NH2:8])=[O:7])=[C:4]([OH:11])[CH:3]=1, predict the reactants needed to synthesize it. The reactants are: [Cl:1][C:2]1[CH:10]=[CH:9][C:5]([C:6]([NH2:8])=[O:7])=[C:4]([O:11]C)[CH:3]=1.B(Br)(Br)Br. (3) Given the product [C:11]([O:10][C:8]([N:5]1[CH2:6][CH2:7][CH:2]([N:15]2[CH2:21][CH2:20][CH2:19][CH2:18][CH2:17][CH2:16]2)[CH2:3][CH2:4]1)=[O:9])([CH3:14])([CH3:13])[CH3:12], predict the reactants needed to synthesize it. The reactants are: O=[C:2]1[CH2:7][CH2:6][N:5]([C:8]([O:10][C:11]([CH3:14])([CH3:13])[CH3:12])=[O:9])[CH2:4][CH2:3]1.[NH:15]1[CH2:21][CH2:20][CH2:19][CH2:18][CH2:17][CH2:16]1.C([BH3-])#N.[Na+].O. (4) Given the product [CH3:16][C:4]1[CH:3]=[C:2]([N:1]2[CH2:26][CH:20]([N+:17]([O-:19])=[O:18])[CH2:21][C:22]2=[O:23])[CH:7]=[CH:6][C:5]=1[N:8]1[CH2:14][CH2:13][CH2:12][CH2:11][O:10][C:9]1=[O:15], predict the reactants needed to synthesize it. The reactants are: [NH2:1][C:2]1[CH:7]=[CH:6][C:5]([N:8]2[CH2:14][CH2:13][CH2:12][CH2:11][O:10][C:9]2=[O:15])=[C:4]([CH3:16])[CH:3]=1.[N+:17]([C:20](=[CH2:26])[CH2:21][C:22](OC)=[O:23])([O-:19])=[O:18].C(O)(C(F)(F)F)=O. (5) Given the product [Br:1][C:26]1[O:25][C:21]2[N:22]([CH3:24])[CH:23]=[C:18]([C:16]([NH:15][CH2:14][C:13]3[CH:12]=[CH:11][C:10]([Cl:9])=[CH:30][CH:29]=3)=[O:17])[C:19](=[O:28])[C:20]=2[CH:27]=1, predict the reactants needed to synthesize it. The reactants are: [Br:1]N1C(=O)CCC1=O.[Cl:9][C:10]1[CH:30]=[CH:29][C:13]([CH2:14][NH:15][C:16]([C:18]2[C:19](=[O:28])[C:20]3[CH:27]=[CH:26][O:25][C:21]=3[N:22]([CH3:24])[CH:23]=2)=[O:17])=[CH:12][CH:11]=1. (6) Given the product [CH2:1]([C:8]1[C:16]2[C:11](=[CH:12][CH:13]=[CH:14][CH:15]=2)[NH:10][C:9]=1[C:17]([NH:23][NH2:24])=[O:19])[C:2]1[CH:7]=[CH:6][CH:5]=[CH:4][CH:3]=1, predict the reactants needed to synthesize it. The reactants are: [CH2:1]([C:8]1[C:16]2[C:11](=[CH:12][CH:13]=[CH:14][CH:15]=2)[NH:10][C:9]=1[C:17]([O:19]CC)=O)[C:2]1[CH:7]=[CH:6][CH:5]=[CH:4][CH:3]=1.O.[NH2:23][NH2:24]. (7) Given the product [CH3:1][C:2]1[CH:3]=[CH:4][C:5]([NH:12][C:13]2[CH:18]=[CH:17][C:16]([Cl:19])=[C:15]([CH3:20])[C:14]=2[Cl:21])=[C:6]([CH2:8][C:9]([O-:11])=[O:10])[CH:7]=1.[K+:23], predict the reactants needed to synthesize it. The reactants are: [CH3:1][C:2]1[CH:3]=[CH:4][C:5]([NH:12][C:13]2[CH:18]=[CH:17][C:16]([Cl:19])=[C:15]([CH3:20])[C:14]=2[Cl:21])=[C:6]([CH2:8][C:9]([OH:11])=[O:10])[CH:7]=1.[OH-].[K+:23].O. (8) Given the product [CH3:35][O:36][CH2:37][C:38]([N:2]1[CH2:7][CH2:6][CH:5]([NH:8][C:9]([C:11]2[C:15]3[N:16]=[CH:17][N:18]=[C:19]([C:20]4[C:28]5[O:27][CH2:26][O:25][C:24]=5[CH:23]=[CH:22][C:21]=4[O:29][CH2:30][CH:31]4[CH2:32][CH2:33][CH2:34]4)[C:14]=3[NH:13][CH:12]=2)=[O:10])[CH2:4][CH2:3]1)=[O:39], predict the reactants needed to synthesize it. The reactants are: Cl.[NH:2]1[CH2:7][CH2:6][CH:5]([NH:8][C:9]([C:11]2[C:15]3[N:16]=[CH:17][N:18]=[C:19]([C:20]4[C:28]5[O:27][CH2:26][O:25][C:24]=5[CH:23]=[CH:22][C:21]=4[O:29][CH2:30][CH:31]4[CH2:34][CH2:33][CH2:32]4)[C:14]=3[NH:13][CH:12]=2)=[O:10])[CH2:4][CH2:3]1.[CH3:35][O:36][CH2:37][C:38](Cl)=[O:39]. (9) Given the product [CH3:23][S:27]([C:44]1[CH:45]=[C:46]([C:10]2[CH:9]=[CH:8][C:6]3[N:7]=[C:2]([NH:19][CH2:20][C:21]4[CH:22]=[C:23]([S:27]([NH2:30])(=[O:28])=[O:29])[CH:24]=[CH:25][CH:26]=4)[N:3]=[C:4]([NH:13][CH2:14][C:15]([F:18])([F:17])[F:16])[C:5]=3[N:11]=2)[CH:39]=[CH:37][CH:38]=1)(=[O:29])=[O:28], predict the reactants needed to synthesize it. The reactants are: Cl[C:2]1[N:3]=[C:4]([NH:13][CH2:14][C:15]([F:18])([F:17])[F:16])[C:5]2[N:11]=[C:10](Cl)[CH:9]=[CH:8][C:6]=2[N:7]=1.[NH2:19][CH2:20][C:21]1[CH:22]=[C:23]([S:27]([NH2:30])(=[O:29])=[O:28])[CH:24]=[CH:25][CH:26]=1.C(N([CH:37]([CH3:39])[CH3:38])CC)(C)C.CO.CN1C(=O)[CH2:46][CH2:45][CH2:44]1.